Dataset: Forward reaction prediction with 1.9M reactions from USPTO patents (1976-2016). Task: Predict the product of the given reaction. (1) Given the reactants [C:1]([O:6][CH3:7])(=[O:5])[CH2:2][CH:3]=[CH2:4].[F:8][C:9]([F:17])([F:16])[C:10]([C:12]([F:15])([F:14])[F:13])=[O:11].[OH-].[K+], predict the reaction product. The product is: [F:8][C:9]([F:17])([F:16])[C:10]([OH:11])([C:12]([F:15])([F:14])[F:13])[CH2:4]/[CH:3]=[CH:2]/[C:1]([O:6][CH3:7])=[O:5]. (2) Given the reactants Cl[C:2]1[N:7]=[C:6]([NH:8][C:9]2[CH:14]=[CH:13][C:12]([O:15][CH3:16])=[CH:11][C:10]=2[NH:17][S:18]([CH3:21])(=[O:20])=[O:19])[C:5]([Cl:22])=[CH:4][N:3]=1.[CH3:23][C:24]1[C:30]([CH3:31])=[CH:29][CH:28]=[CH:27][C:25]=1[NH2:26], predict the reaction product. The product is: [Cl:22][C:5]1[C:6]([NH:8][C:9]2[CH:14]=[CH:13][C:12]([O:15][CH3:16])=[CH:11][C:10]=2[NH:17][S:18]([CH3:21])(=[O:20])=[O:19])=[N:7][C:2]([NH:26][C:25]2[CH:27]=[CH:28][CH:29]=[C:30]([CH3:31])[C:24]=2[CH3:23])=[N:3][CH:4]=1. (3) Given the reactants [CH3:1][CH:2]1[C:8](=O)[CH2:7][CH:6]2[N:10]([C:11]3[C:20]4[C:15](=[CH:16][CH:17]=[CH:18][CH:19]=4)[C:14]([C:21]#[N:22])=[CH:13][CH:12]=3)[CH:3]1[CH2:4][CH2:5]2.C1(C)C=CC(S(NN)(=O)=O)=CC=1.C([BH3-])#N.[Na+].S1(CCCC1)(=O)=O.C1(C)C=CC(S(O)(=O)=O)=CC=1, predict the reaction product. The product is: [CH3:1][CH:2]1[CH2:8][CH2:7][CH:6]2[N:10]([C:11]3[C:20]4[C:15](=[CH:16][CH:17]=[CH:18][CH:19]=4)[C:14]([C:21]#[N:22])=[CH:13][CH:12]=3)[CH:3]1[CH2:4][CH2:5]2. (4) Given the reactants Cl[C:2]1[C:11]([O:12][CH3:13])=[CH:10][CH:9]=[C:8]2[C:3]=1[C:4]([CH2:14][C:15]([OH:17])=[O:16])=[CH:5][N:6]=[CH:7]2, predict the reaction product. The product is: [CH3:13][O:12][C:11]1[CH:2]=[C:3]2[C:8](=[CH:9][CH:10]=1)[CH:7]=[N:6][CH:5]=[C:4]2[CH2:14][C:15]([OH:17])=[O:16]. (5) Given the reactants Cl[C:2]1[CH:7]=[CH:6][CH:5]=[C:4]([N:8]2[CH:12]=[CH:11][N:10]=[N:9]2)[N:3]=1.[NH2:13][C:14]1[S:15][C:16]([C:22]2[C:27]([F:28])=[CH:26][C:25]([C:29]([OH:32])([CH3:31])[CH3:30])=[CH:24][C:23]=2[F:33])=[CH:17][C:18]=1[C:19]([NH2:21])=[O:20], predict the reaction product. The product is: [F:33][C:23]1[CH:24]=[C:25]([C:29]([OH:32])([CH3:31])[CH3:30])[CH:26]=[C:27]([F:28])[C:22]=1[C:16]1[S:15][C:14]([NH:13][C:2]2[CH:7]=[CH:6][CH:5]=[C:4]([N:8]3[CH:12]=[CH:11][N:10]=[N:9]3)[N:3]=2)=[C:18]([C:19]([NH2:21])=[O:20])[CH:17]=1. (6) Given the reactants [F:1][C:2]1[C:3]([C:31]2[CH:36]=[C:35]([F:37])[CH:34]=[CH:33][C:32]=2[O:38][CH3:39])=[C:4]2[CH:10]=[C:9]([C:11]3[CH2:16][CH2:15][CH:14]([C:17]([O:19]CC)=[O:18])[CH2:13][CH:12]=3)[N:8](S(C3C=CC=CC=3)(=O)=O)[C:5]2=[N:6][CH:7]=1.[OH-].[Na+], predict the reaction product. The product is: [F:1][C:2]1[C:3]([C:31]2[CH:36]=[C:35]([F:37])[CH:34]=[CH:33][C:32]=2[O:38][CH3:39])=[C:4]2[CH:10]=[C:9]([C:11]3[CH2:16][CH2:15][CH:14]([C:17]([OH:19])=[O:18])[CH2:13][CH:12]=3)[NH:8][C:5]2=[N:6][CH:7]=1. (7) Given the reactants Cl[C:2]1[CH:7]=[C:6]([CH3:8])[N:5]=[C:4]([C:9]2[CH:14]=[CH:13][CH:12]=[CH:11][N:10]=2)[N:3]=1.[CH2:15]([O:22][C:23]1[CH:24]=[C:25]([CH:27]=[CH:28][CH:29]=1)[NH2:26])[C:16]1[CH:21]=[CH:20][CH:19]=[CH:18][CH:17]=1, predict the reaction product. The product is: [CH2:15]([O:22][C:23]1[CH:24]=[C:25]([CH:27]=[CH:28][CH:29]=1)[NH:26][C:2]1[CH:7]=[C:6]([CH3:8])[N:5]=[C:4]([C:9]2[CH:14]=[CH:13][CH:12]=[CH:11][N:10]=2)[N:3]=1)[C:16]1[CH:17]=[CH:18][CH:19]=[CH:20][CH:21]=1.